Dataset: Reaction yield outcomes from USPTO patents with 853,638 reactions. Task: Predict the reaction yield, written as a fraction of the theoretical maximum amount of product (1.0 means a 100% yield; for example, 0.34 means a 34% yield). (1) The product is [CH2:4]=[C:5]1[C:10](=[O:11])[CH:9]2[CH2:12][CH2:13][N:6]1[CH2:7][CH2:8]2. The yield is 1.00. The reactants are Cl.O.O.[CH2:4]=[C:5]1[C:10](=[O:11])[CH:9]2[CH2:12][CH2:13][N:6]1[CH2:7][CH2:8]2.C([O-])([O-])=O.[K+].[K+].C(Cl)Cl. The catalyst is O. (2) The catalyst is N. The product is [NH2:32][C:24]1[N:23]=[C:22]2[C:27]([N:28]=[CH:29][N:21]2[CH:13]2[C@:14]([CH3:16])([OH:17])[CH2:15][C@@H:11]([CH2:10][OH:9])[O:12]2)=[C:26]([O:30][CH3:31])[N:25]=1. The yield is 0.790. The reactants are C([O:9][CH2:10][C@@H:11]1[CH2:15][C@:14]([O:17]C(=O)C)([CH3:16])[CH:13]([N:21]2[CH:29]=[N:28][C:27]3[C:22]2=[N:23][C:24]([NH2:32])=[N:25][C:26]=3[O:30][CH3:31])[O:12]1)(=O)C1C=CC=CC=1. (3) The reactants are Br[C:2]1[CH:23]=[CH:22][C:5]2[C:6]3[N:7]([CH:11]=[C:12]([C:14]4[N:18]([CH:19]([CH3:21])[CH3:20])[N:17]=[CH:16][N:15]=4)[N:13]=3)[CH2:8][CH2:9][O:10][C:4]=2[CH:3]=1.[CH3:24][C:25]1[N:26]([CH2:34][CH2:35][O:36][CH:37]2[CH2:42][CH2:41][CH2:40][CH2:39][O:38]2)[CH:27]=[C:28]([Sn](C)(C)C)[N:29]=1. The catalyst is O1CCOCC1.C1C=CC([P]([Pd]([P](C2C=CC=CC=2)(C2C=CC=CC=2)C2C=CC=CC=2)([P](C2C=CC=CC=2)(C2C=CC=CC=2)C2C=CC=CC=2)[P](C2C=CC=CC=2)(C2C=CC=CC=2)C2C=CC=CC=2)(C2C=CC=CC=2)C2C=CC=CC=2)=CC=1. The product is [CH:19]([N:18]1[C:14]([C:12]2[N:13]=[C:6]3[C:5]4[CH:22]=[CH:23][C:2]([C:28]5[N:29]=[C:25]([CH3:24])[N:26]([CH2:34][CH2:35][O:36][CH:37]6[CH2:42][CH2:41][CH2:40][CH2:39][O:38]6)[CH:27]=5)=[CH:3][C:4]=4[O:10][CH2:9][CH2:8][N:7]3[CH:11]=2)=[N:15][CH:16]=[N:17]1)([CH3:21])[CH3:20]. The yield is 0.320. (4) The yield is 0.810. The product is [N:4]1[CH:5]=[CH:6][CH:7]=[C:2](/[CH:12]=[CH:11]/[CH2:10][CH:9]([OH:13])[CH3:8])[CH:3]=1. The catalyst is O.C([O-])(=O)C.[Pd+2].C([O-])(=O)C.C1(C)C=CC=CC=1P(C1C=CC=CC=1C)C1C=CC=CC=1C. The reactants are Br[C:2]1[CH:3]=[N:4][CH:5]=[CH:6][CH:7]=1.[CH3:8][CH:9]([OH:13])[CH2:10][CH:11]=[CH2:12].C(N(CC)CC)C.C(#N)C. (5) The reactants are [C:1]([O:5][C:6]([N:8]1[CH:13]([CH2:14][CH3:15])[CH2:12][CH:11]([N:16]([C:29]2[N:34]=[CH:33][C:32]([O:35][CH2:36][C:37]3[CH:42]=[CH:41][CH:40]=[CH:39][CH:38]=3)=[CH:31][N:30]=2)[CH2:17][C:18]2[CH:23]=[C:22]([C:24]([F:27])([F:26])[F:25])[CH:21]=[C:20]([Cl:28])[CH:19]=2)[CH2:10][CH:9]1[CH2:43][C:44]1[CH:49]=[CH:48][CH:47]=[CH:46][CH:45]=1)=[O:7])(C)([CH3:3])[CH3:2].Cl.C(=O)([O-])[O-].[Cs+].[Cs+].ClC(OC(C)C)=O. The catalyst is O1CCOCC1.C(#N)C.O. The product is [CH:1]([O:5][C:6]([N:8]1[CH:13]([CH2:14][CH3:15])[CH2:12][CH:11]([N:16]([C:29]2[N:30]=[CH:31][C:32]([O:35][CH2:36][C:37]3[CH:38]=[CH:39][CH:40]=[CH:41][CH:42]=3)=[CH:33][N:34]=2)[CH2:17][C:18]2[CH:23]=[C:22]([C:24]([F:25])([F:27])[F:26])[CH:21]=[C:20]([Cl:28])[CH:19]=2)[CH2:10][CH:9]1[CH2:43][C:44]1[CH:45]=[CH:46][CH:47]=[CH:48][CH:49]=1)=[O:7])([CH3:2])[CH3:3]. The yield is 0.810. (6) The reactants are [NH2:1][C:2]([CH3:18])([CH2:5][O:6][C:7]1[CH:8]=[CH:9][C:10]2[CH2:14][O:13][B:12]([OH:15])[C:11]=2[C:16]=1[F:17])[C:3]#[N:4].CCN(C(C)C)C(C)C.[F:28][C:29]([F:41])([F:40])[O:30][C:31]1[CH:39]=[CH:38][C:34]([C:35](Cl)=[O:36])=[CH:33][CH:32]=1.Cl. The catalyst is C1COCC1. The product is [C:3]([C:2]([NH:1][C:35](=[O:36])[C:34]1[CH:38]=[CH:39][C:31]([O:30][C:29]([F:28])([F:40])[F:41])=[CH:32][CH:33]=1)([CH3:18])[CH2:5][O:6][C:7]1[CH:8]=[CH:9][C:10]2[CH2:14][O:13][B:12]([OH:15])[C:11]=2[C:16]=1[F:17])#[N:4]. The yield is 0.300. (7) The reactants are C([O:3][C:4](=O)[C:5]([CH3:27])=[CH:6][CH:7]=[CH:8][C:9]([CH3:26])=[CH:10][CH:11]=[CH:12][CH:13]=[C:14]([CH3:25])[CH:15]=[CH:16][CH:17]=[C:18]([CH3:24])[C:19](OCC)=[O:20])C.[H-].C([Al+]CC(C)C)C(C)C.C1(C)C=CC=CC=1.[OH-].[Na+]. The catalyst is C(Cl)Cl.O. The product is [CH3:24][C:18](=[CH:17][CH:16]=[CH:15][C:14]([CH3:25])=[CH:13][CH:12]=[CH:11][CH:10]=[C:9]([CH3:26])[CH:8]=[CH:7][CH:6]=[C:5]([CH3:27])[CH2:4][OH:3])[CH2:19][OH:20]. The yield is 0.850.